Dataset: Catalyst prediction with 721,799 reactions and 888 catalyst types from USPTO. Task: Predict which catalyst facilitates the given reaction. (1) Reactant: [CH3:1][O:2][C:3]1[CH:8]=[CH:7][C:6]([N:9]=[CH:10][C:11](OCC)=[O:12])=[C:5]([N+:16]([O-])=O)[CH:4]=1.[H][H]. Product: [CH3:1][O:2][C:3]1[CH:4]=[C:5]2[C:6]([NH:9][CH2:10][C:11](=[O:12])[NH:16]2)=[CH:7][CH:8]=1. The catalyst class is: 45. (2) Reactant: [CH2:1]([O:8][C:9]1[CH:20]=[CH:19][C:12]2[CH:13]=[C:14]([C:16]([OH:18])=[O:17])[O:15][C:11]=2[CH:10]=1)[C:2]1[CH:7]=[CH:6][CH:5]=[CH:4][CH:3]=1. Product: [CH2:1]([O:8][C:9]1[CH:20]=[CH:19][C:12]2[CH2:13][CH:14]([C:16]([OH:18])=[O:17])[O:15][C:11]=2[CH:10]=1)[C:2]1[CH:3]=[CH:4][CH:5]=[CH:6][CH:7]=1. The catalyst class is: 74. (3) Reactant: [F:1][C:2]([F:17])([F:16])[C:3]1[CH:15]=[CH:14][C:6]2[S:7][C:8]([C:10]([O:12]C)=[O:11])=[CH:9][C:5]=2[CH:4]=1.C(=O)([O-])[O-].[K+:22].[K+].O. Product: [F:17][C:2]([F:1])([F:16])[C:3]1[CH:15]=[CH:14][C:6]2[S:7][C:8]([C:10]([O-:12])=[O:11])=[CH:9][C:5]=2[CH:4]=1.[K+:22]. The catalyst class is: 5.